Dataset: NCI-60 drug combinations with 297,098 pairs across 59 cell lines. Task: Regression. Given two drug SMILES strings and cell line genomic features, predict the synergy score measuring deviation from expected non-interaction effect. Drug 1: CN(C)N=NC1=C(NC=N1)C(=O)N. Drug 2: CC1CCC2CC(C(=CC=CC=CC(CC(C(=O)C(C(C(=CC(C(=O)CC(OC(=O)C3CCCCN3C(=O)C(=O)C1(O2)O)C(C)CC4CCC(C(C4)OC)O)C)C)O)OC)C)C)C)OC. Cell line: SF-539. Synergy scores: CSS=12.2, Synergy_ZIP=-7.68, Synergy_Bliss=-5.28, Synergy_Loewe=-13.2, Synergy_HSA=-3.19.